Dataset: Catalyst prediction with 721,799 reactions and 888 catalyst types from USPTO. Task: Predict which catalyst facilitates the given reaction. (1) Reactant: [C:1]([O:5][C:6]([N:8]1[CH2:12][C@H:11]([F:13])[C@@H:10]([O:14][CH3:15])[C@H:9]1[C:16](=[O:24])[NH:17][CH2:18][C@H:19]1[CH2:21][C:20]1([Cl:23])[Cl:22])=[O:7])([CH3:4])([CH3:3])[CH3:2].Cl[C:26]1(Cl)C[C@@H]1[C@H](N)C.C(P1(=O)OP(CCC)(=O)OP(CCC)(=O)O1)CC. Product: [C:1]([O:5][C:6]([N:8]1[CH2:12][C@H:11]([F:13])[C@@H:10]([O:14][CH3:15])[C@H:9]1[C:16](=[O:24])[NH:17][C@@H:18]([C@H:19]1[CH2:21][C:20]1([Cl:22])[Cl:23])[CH3:26])=[O:7])([CH3:4])([CH3:2])[CH3:3]. The catalyst class is: 59. (2) Reactant: I.[C@H:2]1([NH:11][C:12]2[CH:21]=[CH:20][C:19]3[C:14](=[CH:15][CH:16]=[C:17]([NH:22][C:23](=[NH:26])SC)[CH:18]=3)[N:13]=2)[C:10]2[C:5](=[CH:6][CH:7]=[CH:8][CH:9]=2)[CH2:4][CH2:3]1.[CH2:27]([NH2:34])[C:28]1[CH:33]=[CH:32][CH:31]=[CH:30][CH:29]=1. Product: [CH2:27]([NH:34][C:23]([NH:22][C:17]1[CH:18]=[C:19]2[C:14](=[CH:15][CH:16]=1)[N:13]=[C:12]([NH:11][C@H:2]1[C:10]3[C:5](=[CH:6][CH:7]=[CH:8][CH:9]=3)[CH2:4][CH2:3]1)[CH:21]=[CH:20]2)=[NH:26])[C:28]1[CH:33]=[CH:32][CH:31]=[CH:30][CH:29]=1. The catalyst class is: 8. (3) Reactant: [F-].C([N+](CCCC)(CCCC)CCCC)CCC.C([Si]([O:26][CH:27]1[C:35]2[C:30](=[C:31]([CH:36]([O:40][CH3:41])[CH:37]([F:39])[F:38])[CH:32]=[CH:33][CH:34]=2)[CH2:29][CH2:28]1)(C)C)(C)(C)C. Product: [F:38][CH:37]([F:39])[CH:36]([C:31]1[CH:32]=[CH:33][CH:34]=[C:35]2[C:30]=1[CH2:29][CH2:28][CH:27]2[OH:26])[O:40][CH3:41]. The catalyst class is: 7.